From a dataset of Catalyst prediction with 721,799 reactions and 888 catalyst types from USPTO. Predict which catalyst facilitates the given reaction. Product: [CH:1]([C@H:4]1[CH2:5][CH2:6][C@H:7]([NH:10][C:11]2[C:20]3[C:15](=[CH:16][CH:17]=[CH:18][CH:19]=3)[C:14]([CH2:21][C:22]3[CH:23]=[N:24][C:25]([OH:28])=[CH:26][CH:27]=3)=[N:13][N:12]=2)[CH2:8][CH2:9]1)([CH3:3])[CH3:2]. The catalyst class is: 147. Reactant: [CH:1]([C@H:4]1[CH2:9][CH2:8][C@H:7]([NH:10][C:11]2[C:20]3[C:15](=[CH:16][CH:17]=[CH:18][CH:19]=3)[C:14]([CH2:21][C:22]3[CH:23]=[N:24][C:25]([O:28]C)=[CH:26][CH:27]=3)=[N:13][N:12]=2)[CH2:6][CH2:5]1)([CH3:3])[CH3:2].C([O-])(O)=O.[Na+].O.CCOC(C)=O.